Dataset: Forward reaction prediction with 1.9M reactions from USPTO patents (1976-2016). Task: Predict the product of the given reaction. (1) Given the reactants [N:1]1([C:6]2[CH:11]=[CH:10][C:9]([C:12]3[CH:17]=[CH:16][C:15]([N+:18]([O-])=O)=[CH:14][CH:13]=3)=[CH:8][CH:7]=2)[CH:5]=[CH:4][CH:3]=[CH:2]1.C([BH3-])#N.[Na+], predict the reaction product. The product is: [N:1]1([C:6]2[CH:7]=[CH:8][C:9]([C:12]3[CH:17]=[CH:16][C:15]([NH2:18])=[CH:14][CH:13]=3)=[CH:10][CH:11]=2)[CH:2]=[CH:3][CH:4]=[CH:5]1. (2) The product is: [CH2:1]([N:3]1[C:7]2=[N:8][C:9]([CH2:32][CH3:33])=[C:10]([CH2:19][NH:20][C:21]([C:73]3[CH:72]=[CH:77][CH:76]=[C:89]([C:87]([NH:34][CH2:35][C:36]4[CH:41]=[CH:40][N:39]=[C:38]([C:42]5[CH:47]=[CH:46][CH:45]=[C:44]([CH2:48][N:49]6[CH2:54][CH2:53][NH:52][C@@H:51]([CH3:62])[CH2:50]6)[CH:43]=5)[CH:37]=4)=[O:93])[CH:74]=3)=[O:22])[C:11]([NH:12][CH:13]3[CH2:18][CH2:17][O:16][CH2:15][CH2:14]3)=[C:6]2[CH:5]=[N:4]1)[CH3:2]. Given the reactants [CH2:1]([N:3]1[C:7]2=[N:8][C:9]([CH2:32][CH3:33])=[C:10]([CH2:19][NH:20][C:21](C3C=C(C=CC=3)C(O)=O)=[O:22])[C:11]([NH:12][CH:13]3[CH2:18][CH2:17][O:16][CH2:15][CH2:14]3)=[C:6]2[CH:5]=[N:4]1)[CH3:2].[NH2:34][CH2:35][C:36]1[CH:41]=[CH:40][N:39]=[C:38]([C:42]2[CH:43]=[C:44]([CH2:48][N:49]3[CH2:54][CH2:53][N:52](C(OC(C)(C)C)=O)[C@@H:51]([CH3:62])[CH2:50]3)[CH:45]=[CH:46][CH:47]=2)[CH:37]=1.CN(C(ON1N=N[C:73]2[CH:74]=C[CH:76]=[CH:77][C:72]1=2)=[N+](C)C)C.F[P-](F)(F)(F)(F)F.[C:87]([OH:93])([C:89](F)(F)F)=O, predict the reaction product. (3) The product is: [F:16][C:17]1[CH:18]=[CH:19][C:20]([O:42][CH:43]([CH3:45])[CH3:44])=[C:21]([NH:23][C:24]([NH:26][C:27]2[C:35]3[N:34]([CH2:36][C:37]([F:40])([F:39])[F:38])[CH:33]=[N:32][C:31]=3[CH:30]=[CH:29][CH:28]=2)=[S:25])[CH:22]=1. Given the reactants FC(F)(F)CN1C2C(N)=CC=CC=2N=C1.[F:16][C:17]1[CH:18]=[CH:19][C:20]([O:42][CH:43]([CH3:45])[CH3:44])=[C:21]([NH:23][C:24]([NH:26][C:27]2[C:35]3[N:34]([CH2:36][C:37]([F:40])([F:39])[F:38])[C:33](C)=[N:32][C:31]=3[CH:30]=[CH:29][CH:28]=2)=[S:25])[CH:22]=1, predict the reaction product. (4) Given the reactants Br.[CH3:2][O:3][C:4]1[CH:5]=[C:6]2[C:15](=[CH:16][CH:17]=1)[C:10]1[N:11]=[C:12]([NH2:14])[S:13][C:9]=1[CH2:8][CH2:7]2.[C:18]1([C:24]2[CH:29]=[CH:28][C:27]([S:30](Cl)(=[O:32])=[O:31])=[CH:26][CH:25]=2)[CH:23]=[CH:22][CH:21]=[CH:20][CH:19]=1, predict the reaction product. The product is: [CH3:2][O:3][C:4]1[CH:5]=[C:6]2[C:15](=[CH:16][CH:17]=1)[C:10]1[N:11]=[C:12]([NH:14][S:30]([C:27]3[CH:26]=[CH:25][C:24]([C:18]4[CH:23]=[CH:22][CH:21]=[CH:20][CH:19]=4)=[CH:29][CH:28]=3)(=[O:32])=[O:31])[S:13][C:9]=1[CH2:8][CH2:7]2. (5) Given the reactants [CH3:1][O:2][C:3]1[CH:14]=[CH:13][C:6]2[C:7]([C:10](N)=[O:11])=[N:8][S:9][C:5]=2[CH:4]=1.[OH-:15].[Na+].Cl, predict the reaction product. The product is: [CH3:1][O:2][C:3]1[CH:14]=[CH:13][C:6]2[C:7]([C:10]([OH:15])=[O:11])=[N:8][S:9][C:5]=2[CH:4]=1. (6) The product is: [CH3:23][C:18]1[C:17]([CH2:16][C:15]2[NH:1][C:2]3[CH:3]=[C:4]([CH2:9][C:10]([O:12][CH3:13])=[O:11])[CH:5]=[CH:6][C:7]=3[N:8]=2)=[C:21]([CH3:22])[O:20][N:19]=1. Given the reactants [NH2:1][C:2]1[CH:3]=[C:4]([CH2:9][C:10]([O:12][CH3:13])=[O:11])[CH:5]=[CH:6][C:7]=1[NH2:8].Br[C:15](Br)=[CH:16][C:17]1[C:18]([CH3:23])=[N:19][O:20][C:21]=1[CH3:22].N1(C2CCCCCCCCCC2)CCCN=CCCCCC1, predict the reaction product. (7) Given the reactants C(OC([NH:8][C@H:9]([C:32]([OH:34])=[O:33])[CH2:10][CH2:11][CH2:12][CH2:13][NH:14][C:15]([O:17][CH2:18][CH:19]1[C:31]2[CH:30]=[CH:29][CH:28]=[CH:27][C:26]=2[C:25]2[C:20]1=[CH:21][CH:22]=[CH:23][CH:24]=2)=[O:16])=O)(C)(C)C.C(O)(C(F)(F)F)=O.C(Cl)Cl.FC(F)(F)C([O-])=O.[Br:52][C:53]1[CH:58]=[CH:57][C:56]([S:59](Cl)(=[O:61])=[O:60])=[CH:55][CH:54]=1, predict the reaction product. The product is: [Br:52][C:53]1[CH:58]=[CH:57][C:56]([S:59]([NH:8][C@H:9]([C:32]([OH:34])=[O:33])[CH2:10][CH2:11][CH2:12][CH2:13][NH:14][C:15]([O:17][CH2:18][CH:19]2[C:20]3[CH:21]=[CH:22][CH:23]=[CH:24][C:25]=3[C:26]3[C:31]2=[CH:30][CH:29]=[CH:28][CH:27]=3)=[O:16])(=[O:61])=[O:60])=[CH:55][CH:54]=1. (8) Given the reactants [NH2:1][CH2:2][C@H:3]1[N:8]([CH3:9])[CH2:7][CH2:6][N:5]([C:10]([O:12][C:13]([CH3:16])([CH3:15])[CH3:14])=[O:11])[CH2:4]1.C(N(C(C)C)CC)(C)C.Cl[C:27]1[C:32]2=[N:33][CH:34]=[CH:35][N:36]=[C:31]2[CH:30]=[C:29]([Cl:37])[N:28]=1, predict the reaction product. The product is: [Cl:37][C:29]1[N:28]=[C:27]([NH:1][CH2:2][C@H:3]2[N:8]([CH3:9])[CH2:7][CH2:6][N:5]([C:10]([O:12][C:13]([CH3:16])([CH3:15])[CH3:14])=[O:11])[CH2:4]2)[C:32]2=[N:33][CH:34]=[CH:35][N:36]=[C:31]2[CH:30]=1. (9) Given the reactants Br[C:2]1[CH:3]=[C:4]([C:8]2[N:13]=[C:12]([C:14]3[CH:19]=[CH:18][C:17]([Cl:20])=[CH:16][CH:15]=3)[CH:11]=[C:10]([C:21]([F:24])([F:23])[F:22])[N:9]=2)[CH:5]=[CH:6][CH:7]=1.[NH2:25][C:26]1[CH:31]=[CH:30][C:29](B2OC(C)(C)C(C)(C)O2)=[CH:28][N:27]=1, predict the reaction product. The product is: [Cl:20][C:17]1[CH:18]=[CH:19][C:14]([C:12]2[CH:11]=[C:10]([C:21]([F:24])([F:23])[F:22])[N:9]=[C:8]([C:4]3[CH:3]=[C:2]([C:29]4[CH:30]=[CH:31][C:26]([NH2:25])=[N:27][CH:28]=4)[CH:7]=[CH:6][CH:5]=3)[N:13]=2)=[CH:15][CH:16]=1. (10) Given the reactants [Cl:1][C:2]1[N:11]=[C:10]([O:12][CH2:13][C@H:14]2[O:19][CH2:18][CH2:17][N:16](C(OC(C)(C)C)=O)[CH2:15]2)[C:9]2[C:4](=[N:5][CH:6]=[CH:7][N:8]=2)[CH:3]=1.Cl, predict the reaction product. The product is: [ClH:1].[Cl:1][C:2]1[N:11]=[C:10]([O:12][CH2:13][C@H:14]2[O:19][CH2:18][CH2:17][NH:16][CH2:15]2)[C:9]2[C:4](=[N:5][CH:6]=[CH:7][N:8]=2)[CH:3]=1.